This data is from Forward reaction prediction with 1.9M reactions from USPTO patents (1976-2016). The task is: Predict the product of the given reaction. (1) Given the reactants [C:1]1([C:22]2[CH:27]=[CH:26][CH:25]=[CH:24][CH:23]=2)[CH:6]=[CH:5][C:4]([C:7]2[C:8]([CH3:21])=[N:9][N:10]([C:13]3[CH:18]=[CH:17][CH:16]=[C:15]([O:19]C)[CH:14]=3)[C:11]=2[CH3:12])=[CH:3][CH:2]=1, predict the reaction product. The product is: [C:1]1([C:22]2[CH:23]=[CH:24][CH:25]=[CH:26][CH:27]=2)[CH:6]=[CH:5][C:4]([C:7]2[C:8]([CH3:21])=[N:9][N:10]([C:13]3[CH:14]=[C:15]([OH:19])[CH:16]=[CH:17][CH:18]=3)[C:11]=2[CH3:12])=[CH:3][CH:2]=1. (2) Given the reactants [CH:1]1([N:7]2[C:11](=[O:12])[CH2:10][CH:9]([C:13](O)=[O:14])[CH2:8]2)[CH2:6][CH2:5][CH2:4][CH2:3][CH2:2]1.B.C1COCC1, predict the reaction product. The product is: [CH:1]1([N:7]2[CH2:8][CH:9]([CH2:13][OH:14])[CH2:10][C:11]2=[O:12])[CH2:6][CH2:5][CH2:4][CH2:3][CH2:2]1. (3) Given the reactants [CH3:1][N:2]([CH3:25])[CH2:3][CH2:4]COC1C=CC(C2SC(NC3C=CC=CC=3)=NC=2)=CC=1.[S:26]1[CH:30]=[CH:29][C:28]([C:31]2[S:35][C:34]([NH:36][C:37]3[CH:42]=[CH:41][C:40]([OH:43])=[CH:39][C:38]=3[C:44]([F:47])([F:46])[F:45])=[N:33][CH:32]=2)=[CH:27]1.Cl.ClCCN(C)C, predict the reaction product. The product is: [CH3:1][N:2]([CH3:25])[CH2:3][CH2:4][O:43][C:40]1[CH:41]=[CH:42][C:37]([NH:36][C:34]2[S:35][C:31]([C:28]3[CH:29]=[CH:30][S:26][CH:27]=3)=[CH:32][N:33]=2)=[C:38]([C:44]([F:47])([F:46])[F:45])[CH:39]=1. (4) Given the reactants [CH3:1][C:2]([CH3:6])([CH3:5])[C:3]#[CH:4].[Br:7][C:8]1[CH:13]=[CH:12][CH:11]=[C:10](Br)[C:9]=1[OH:15], predict the reaction product. The product is: [Br:7][C:8]1[C:9]2[O:15][C:3]([C:2]([CH3:6])([CH3:5])[CH3:1])=[CH:4][C:10]=2[CH:11]=[CH:12][CH:13]=1. (5) Given the reactants [CH:1]([NH:4][C:5]1[C:10]2[C:11]([C:23]3[CH:28]=[C:27]([C:29]([F:32])([F:31])[F:30])[N:26]=[CH:25][N:24]=3)=[N:12][N:13](CC3C=CC(OC)=CC=3)[C:9]=2[CH:8]=[CH:7][N:6]=1)([CH3:3])[CH3:2].C(NC1C2C([Sn](C)(C)C)=NN(CC3C=CC(OC)=CC=3)C=2C=CN=1)(C)C.BrC1C=C(C(F)(F)F)N=CN=1.[Li+].[Cl-], predict the reaction product. The product is: [CH:1]([NH:4][C:5]1[C:10]2[C:11]([C:23]3[CH:28]=[C:27]([C:29]([F:30])([F:31])[F:32])[N:26]=[CH:25][N:24]=3)=[N:12][NH:13][C:9]=2[CH:8]=[CH:7][N:6]=1)([CH3:3])[CH3:2]. (6) Given the reactants [F:1][CH:2]([F:21])[CH2:3][O:4][C:5]1[CH:15]=[C:14]([NH:16][CH3:17])[C:13]([N+:18]([O-])=O)=[CH:12][C:6]=1[C:7]([O:9][CH2:10][CH3:11])=[O:8].[O-]S([O-])(=O)=O.[Na+].[Na+], predict the reaction product. The product is: [NH2:18][C:13]1[C:14]([NH:16][CH3:17])=[CH:15][C:5]([O:4][CH2:3][CH:2]([F:21])[F:1])=[C:6]([CH:12]=1)[C:7]([O:9][CH2:10][CH3:11])=[O:8].